This data is from Forward reaction prediction with 1.9M reactions from USPTO patents (1976-2016). The task is: Predict the product of the given reaction. (1) Given the reactants [F:1][C:2]1[CH:7]=[CH:6][CH:5]=[CH:4][C:3]=1[NH:8][C:9](=[O:43])[NH:10][C:11]1[CH:16]=[CH:15][C:14]([CH2:17][C:18]([N:20]2[CH2:24][CH2:23][CH2:22][CH:21]2[CH2:25][N:26]([C:28]2[CH:37]=[CH:36][C:31]([C:32]([O:34][CH3:35])=[O:33])=[CH:30][C:29]=2[N+:38]([O-])=O)[CH3:27])=[O:19])=[CH:13][C:12]=1[O:41][CH3:42], predict the reaction product. The product is: [NH2:38][C:29]1[CH:30]=[C:31]([CH:36]=[CH:37][C:28]=1[N:26]([CH2:25][CH:21]1[CH2:22][CH2:23][CH2:24][N:20]1[C:18](=[O:19])[CH2:17][C:14]1[CH:15]=[CH:16][C:11]([NH:10][C:9]([NH:8][C:3]2[CH:4]=[CH:5][CH:6]=[CH:7][C:2]=2[F:1])=[O:43])=[C:12]([O:41][CH3:42])[CH:13]=1)[CH3:27])[C:32]([O:34][CH3:35])=[O:33]. (2) Given the reactants [CH:1]1[C:11]2[CH:10]([OH:12])[C:9]3[CH:13]=[CH:14][CH:15]=[CH:16][C:8]=3[CH2:7][S:6][C:5]=2[CH:4]=[CH:3][CH:2]=1.[H-].[Na+].[C:19]([O:23]C(=O)CBr)(C)(C)[CH3:20].[H-].[Al+3].[Li+].[H-].[H-].[H-], predict the reaction product. The product is: [CH:1]1[C:11]2[CH:10]([O:12][CH2:20][CH2:19][OH:23])[C:9]3[CH:13]=[CH:14][CH:15]=[CH:16][C:8]=3[CH2:7][S:6][C:5]=2[CH:4]=[CH:3][CH:2]=1. (3) Given the reactants O1[C:5]2([CH2:10][CH2:9][CH:8]([C:11]3[N:12]=[CH:13][C:14]([NH2:17])=[N:15][CH:16]=3)[CH2:7][CH2:6]2)[O:4]CC1.C(#N)C.Cl.[OH-].[Na+], predict the reaction product. The product is: [NH2:17][C:14]1[N:15]=[CH:16][C:11]([CH:8]2[CH2:7][CH2:6][C:5](=[O:4])[CH2:10][CH2:9]2)=[N:12][CH:13]=1. (4) Given the reactants Br[C:2]1[CH:8]=[CH:7][C:5]([NH2:6])=[C:4]([N+:9]([O-:11])=[O:10])[CH:3]=1.[B:12]1([B:12]2[O:16][C:15]([CH3:18])([CH3:17])[C:14]([CH3:20])([CH3:19])[O:13]2)[O:16][C:15]([CH3:18])([CH3:17])[C:14]([CH3:20])([CH3:19])[O:13]1.C([O-])(=O)C.[K+].C(OCC)(=O)C.CCCCCC, predict the reaction product. The product is: [N+:9]([C:4]1[CH:3]=[C:2]([B:12]2[O:16][C:15]([CH3:18])([CH3:17])[C:14]([CH3:20])([CH3:19])[O:13]2)[CH:8]=[CH:7][C:5]=1[NH2:6])([O-:11])=[O:10]. (5) Given the reactants OS(O)(=O)=O.[Br:6][C:7]1[CH:8]=[CH:9][C:10]([CH2:17][OH:18])=[C:11]([C:13](O)([CH3:15])[CH3:14])[CH:12]=1, predict the reaction product. The product is: [Br:6][C:7]1[CH:12]=[C:11]2[C:10]([CH2:17][O:18][C:13]2([CH3:14])[CH3:15])=[CH:9][CH:8]=1.